From a dataset of Full USPTO retrosynthesis dataset with 1.9M reactions from patents (1976-2016). Predict the reactants needed to synthesize the given product. (1) Given the product [CH3:35][C:32]1[N:31]=[C:30]([CH2:29][N:25]2[CH2:26][CH2:27][N:22]([C:20](=[O:21])/[CH:19]=[CH:18]/[C:9]3[CH:10]=[CH:11][C:12]([C:14]([F:17])([F:16])[F:15])=[CH:13][C:8]=3[CH2:7][N:5]3[N:4]=[N:3][C:2]([CH3:1])=[N:6]3)[CH2:23][CH2:24]2)[O:34][N:33]=1, predict the reactants needed to synthesize it. The reactants are: [CH3:1][C:2]1[N:3]=[N:4][N:5]([CH2:7][C:8]2[CH:13]=[C:12]([C:14]([F:17])([F:16])[F:15])[CH:11]=[CH:10][C:9]=2/[CH:18]=[CH:19]/[C:20]([N:22]2[CH2:27][CH2:26][NH:25][CH2:24][CH2:23]2)=[O:21])[N:6]=1.Cl[CH2:29][C:30]1[O:34][N:33]=[C:32]([CH3:35])[N:31]=1.C(N(CC)CC)C. (2) Given the product [NH3:12].[CH2:1]([O:8][C:9]1[CH:14]=[CH:13][N:12]([C:15]2[CH:16]=[N:17][C:18]([N:34]3[CH2:35][C@@H:36]4[C@@H:32]([CH2:31][N:30]([CH3:29])[CH2:37]4)[CH2:33]3)=[CH:19][CH:20]=2)[C:11](=[O:22])[CH:10]=1)[C:2]1[CH:7]=[CH:6][CH:5]=[CH:4][CH:3]=1, predict the reactants needed to synthesize it. The reactants are: [CH2:1]([O:8][C:9]1[CH:14]=[CH:13][N:12]([C:15]2[CH:16]=[N:17][C:18](F)=[CH:19][CH:20]=2)[C:11](=[O:22])[CH:10]=1)[C:2]1[CH:7]=[CH:6][CH:5]=[CH:4][CH:3]=1.C(=O)([O-])[O-].[K+].[K+].[CH3:29][N:30]1[CH2:37][CH:36]2[CH:32]([CH2:33][NH:34][CH2:35]2)[CH2:31]1. (3) Given the product [C:9]1([C:5]2[CH:6]=[CH:7][C:2]([CH3:1])=[CH:3][CH:4]=2)[CH:14]=[CH:13][CH:12]=[CH:11][CH:10]=1, predict the reactants needed to synthesize it. The reactants are: [CH3:1][C:2]1[CH:7]=[CH:6][C:5](Cl)=[CH:4][CH:3]=1.[C:9]1(B(O)O)[CH:14]=[CH:13][CH:12]=[CH:11][CH:10]=1.[F-].[Cs+]. (4) Given the product [F:17][C:2]1([F:1])[CH2:3][CH:4]([NH:6][C:7]2[N:15]=[CH:14][C:13]([F:16])=[CH:12][C:8]=2[C:9]([NH:56][C:51]([CH2:54][CH3:55])([CH2:52][CH3:53])[C:49]#[CH:50])=[O:11])[CH2:5]1, predict the reactants needed to synthesize it. The reactants are: [F:1][C:2]1([F:17])[CH2:5][CH:4]([NH:6][C:7]2[N:15]=[CH:14][C:13]([F:16])=[CH:12][C:8]=2[C:9]([OH:11])=O)[CH2:3]1.CCN=C=NCCCN(C)C.C1C=CC2N(O)N=NC=2C=1.CCN(C(C)C)C(C)C.Cl.[CH2:49]([C:51]([NH2:56])([CH2:54][CH3:55])[C:52]#[CH:53])[CH3:50]. (5) Given the product [CH3:1][C:2]1[CH:39]=[C:38]([CH3:40])[CH:37]=[CH:36][C:3]=1[O:4][CH2:5][CH:6]([OH:35])[CH2:7][NH:8][C:9]1[CH:14]=[CH:13][NH:12][C:11](=[O:15])[C:10]=1[C:16]1[NH:27][C:26]2[C:18](=[CH:19][C:20]3[CH2:21][N:22]([CH:29]4[CH2:30][CH2:31][N:32]([CH2:41][CH2:42][CH3:43])[CH2:33][CH2:34]4)[C:23](=[O:28])[C:24]=3[CH:25]=2)[N:17]=1, predict the reactants needed to synthesize it. The reactants are: [CH3:1][C:2]1[CH:39]=[C:38]([CH3:40])[CH:37]=[CH:36][C:3]=1[O:4][CH2:5][C@H:6]([OH:35])[CH2:7][NH:8][C:9]1[CH:14]=[CH:13][NH:12][C:11](=[O:15])[C:10]=1[C:16]1[NH:27][C:26]2[C:18](=[CH:19][C:20]3[CH2:21][N:22]([CH:29]4[CH2:34][CH2:33][NH:32][CH2:31][CH2:30]4)[C:23](=[O:28])[C:24]=3[CH:25]=2)[N:17]=1.[CH:41](=O)[CH2:42][CH3:43].CC#N.[BH-](OC(C)=O)(OC(C)=O)OC(C)=O.[Na+]. (6) Given the product [Cl:17][C:18]1[C:19]([NH:34][C:35]2[CH:39]=[C:38]([O:40][CH3:41])[NH:37][N:36]=2)=[N:20][C:21]([NH:24][C@H:25]([C:27]2[CH:32]=[CH:31][C:30]([F:33])=[CH:29][N:28]=2)[CH3:26])=[N:22][CH:23]=1, predict the reactants needed to synthesize it. The reactants are: ClC1N=C(NC2C=C(OC)NN=2)C(Cl)=CN=1.[Cl:17][C:18]1[C:19]([NH:34][C:35]2[CH:39]=[C:38]([O:40][CH:41](C)C)[NH:37][N:36]=2)=[N:20][C:21]([NH:24][C@H:25]([C:27]2[CH:32]=[CH:31][C:30]([F:33])=[CH:29][N:28]=2)[CH3:26])=[N:22][CH:23]=1.CCN(C(C)C)C(C)C. (7) Given the product [O:5]=[C:4]1[C:6]2[CH:7]=[CH:8][C:9]3[N:10]([CH2:24][CH2:25][NH:26][S:27]([C:30]4[CH:35]=[CH:34][CH:33]=[CH:32][C:31]=4[N+:36]([O-:38])=[O:37])(=[O:29])=[O:28])[C:11]4[CH:12]=[CH:13][C:14]5[C:19](=[O:23])[CH2:20][CH2:21][C:15]=5[C:16]=4[C:17]=3[C:18]=2[CH2:2][CH2:3]1, predict the reactants needed to synthesize it. The reactants are: Cl[CH2:2][CH2:3][C:4]([C:6]1[CH:7]=[CH:8][C:9]2[N:10]([CH2:24][CH2:25][NH:26][S:27]([C:30]3[CH:35]=[CH:34][CH:33]=[CH:32][C:31]=3[N+:36]([O-:38])=[O:37])(=[O:29])=[O:28])[C:11]3[C:16]([C:17]=2[CH:18]=1)=[CH:15][C:14]([C:19](=[O:23])[CH2:20][CH2:21]Cl)=[CH:13][CH:12]=3)=[O:5].